From a dataset of Forward reaction prediction with 1.9M reactions from USPTO patents (1976-2016). Predict the product of the given reaction. (1) Given the reactants C(OC([N:8]1[CH2:13][CH2:12][CH:11]([C:14]2[CH:15]=[C:16]3[C:25](=[CH:26][CH:27]=2)[O:24][CH2:23][C:22]2[N:17]3[CH:18]([CH3:29])[C:19](=[O:28])[NH:20][N:21]=2)[CH2:10][CH2:9]1)=O)(C)(C)C.[C:30]([OH:36])([C:32]([F:35])([F:34])[F:33])=[O:31], predict the reaction product. The product is: [F:33][C:32]([F:35])([F:34])[C:30]([OH:36])=[O:31].[CH3:29][CH:18]1[N:17]2[C:22]([CH2:23][O:24][C:25]3[C:16]2=[CH:15][C:14]([CH:11]2[CH2:12][CH2:13][NH:8][CH2:9][CH2:10]2)=[CH:27][CH:26]=3)=[N:21][NH:20][C:19]1=[O:28]. (2) Given the reactants C([N:3](CC)CC)C.[CH3:8][C@H:9]1[CH2:14][NH:13][CH2:12][CH2:11][NH:10]1.[CH3:15][C:16]([O:19][C:20](O[C:20]([O:19][C:16]([CH3:18])([CH3:17])[CH3:15])=[O:21])=[O:21])([CH3:18])[CH3:17], predict the reaction product. The product is: [NH3:3].[CH3:8][C@@H:9]1[NH:10][CH2:11][CH2:12][N:13]([C:20]([O:19][C:16]([CH3:18])([CH3:17])[CH3:15])=[O:21])[CH2:14]1.